This data is from Full USPTO retrosynthesis dataset with 1.9M reactions from patents (1976-2016). The task is: Predict the reactants needed to synthesize the given product. (1) The reactants are: C([Li])CCC.[CH2:6]([NH:14][C:15](=[O:25])[C:16]1[CH:21]=[CH:20][C:19](Br)=[CH:18][C:17]=1[O:23][CH3:24])[CH2:7][C:8]1[CH:13]=[CH:12][CH:11]=[CH:10]C=1.[B:26](OC(C)C)([O:31]C(C)C)[O:27]C(C)C.Cl. Given the product [CH2:6]([NH:14][C:15]([C:16]1[CH:21]=[CH:20][C:19]([B:26]([OH:31])[OH:27])=[CH:18][C:17]=1[O:23][CH3:24])=[O:25])[C:7]1[CH:8]=[CH:13][CH:12]=[CH:11][CH:10]=1, predict the reactants needed to synthesize it. (2) Given the product [CH3:1][C:2]1[C:7]2[CH:12]=[CH:11][CH:10]=[N:9][C:8]=2[CH2:13][CH2:14][N:15]=1, predict the reactants needed to synthesize it. The reactants are: [CH3:1][C:2]1([C:7]2[C:8]([CH2:13][CH2:14][NH2:15])=[N:9][CH:10]=[CH:11][CH:12]=2)OCCO1.Cl.[OH-].[Na+]. (3) Given the product [Cl:16][C:13]1[CH:14]=[C:15]2[C:7]3([CH2:4][C:3](=[O:2])[NH:19][C:18]3=[O:24])[C:8](=[O:17])[NH:9][C:10]2=[CH:11][CH:12]=1, predict the reactants needed to synthesize it. The reactants are: C[O:2][C:3](=O)[CH:4]([C:7]1([C:18]#[N:19])[C:15]2[C:10](=[CH:11][CH:12]=[C:13]([Cl:16])[CH:14]=2)[NH:9][C:8]1=[O:17])C#N.Cl.C(O)(=[O:24])C. (4) Given the product [Br:18][C:7]1[C:6]([CH:4]([CH2:5][N:42]2[CH2:41][CH2:40][CH:39]([N:31]([CH2:30][C:27]3[N:26]=[CH:25][C:24]4[O:23][CH2:22][CH2:21][O:20][C:29]=4[CH:28]=3)[C:32]([O:33][C:34]([CH3:35])([CH3:36])[CH3:37])=[O:38])[CH2:44][CH2:43]2)[C:3]([O:2][CH3:1])=[O:19])=[C:15]2[C:10]([CH:11]=[CH:12][C:13]([O:16][CH3:17])=[N:14]2)=[CH:9][CH:8]=1, predict the reactants needed to synthesize it. The reactants are: [CH3:1][O:2][C:3](=[O:19])[C:4]([C:6]1[C:7]([Br:18])=[CH:8][CH:9]=[C:10]2[C:15]=1[N:14]=[C:13]([O:16][CH3:17])[CH:12]=[CH:11]2)=[CH2:5].[O:20]1[C:29]2[CH:28]=[C:27]([CH2:30][N:31]([CH:39]3[CH2:44][CH2:43][NH:42][CH2:41][CH2:40]3)[C:32](=[O:38])[O:33][C:34]([CH3:37])([CH3:36])[CH3:35])[N:26]=[CH:25][C:24]=2[O:23][CH2:22][CH2:21]1.